Dataset: Full USPTO retrosynthesis dataset with 1.9M reactions from patents (1976-2016). Task: Predict the reactants needed to synthesize the given product. Given the product [CH3:1][N:2]([CH3:17])[C:3]([C:5]1[CH:14]=[CH:13][C:12]2[C:7](=[CH:8][CH:9]=[CH:10][C:11]=2[CH2:15][NH2:16])[CH:6]=1)=[O:4], predict the reactants needed to synthesize it. The reactants are: [CH3:1][N:2]([CH3:17])[C:3]([C:5]1[CH:14]=[CH:13][C:12]2[C:7](=[CH:8][CH:9]=[CH:10][C:11]=2[C:15]#[N:16])[CH:6]=1)=[O:4].[NH4+].[OH-].[H][H].